Dataset: Forward reaction prediction with 1.9M reactions from USPTO patents (1976-2016). Task: Predict the product of the given reaction. (1) Given the reactants [Cl:1][C:2]1[CH:3]=[C:4]([C:12]2[S:16][C:15]([C:17]3[C:18]([CH2:26][CH3:27])=[C:19]([CH2:23][CH:24]=O)[CH:20]=[CH:21][CH:22]=3)=[N:14][N:13]=2)[CH:5]=[CH:6][C:7]=1[O:8][CH:9]([CH3:11])[CH3:10].[NH:28]1[CH2:36][CH2:35][CH2:34][C@H:29]1[C:30]([O:32]C)=[O:31].CC(O)=O.C(O[BH-](OC(=O)C)OC(=O)C)(=O)C.[Na+].[OH-].[Na+], predict the reaction product. The product is: [Cl:1][C:2]1[CH:3]=[C:4]([C:12]2[S:16][C:15]([C:17]3[C:18]([CH2:26][CH3:27])=[C:19]([CH2:23][CH2:24][N:28]4[CH2:36][CH2:35][CH2:34][C@H:29]4[C:30]([OH:32])=[O:31])[CH:20]=[CH:21][CH:22]=3)=[N:14][N:13]=2)[CH:5]=[CH:6][C:7]=1[O:8][CH:9]([CH3:11])[CH3:10]. (2) Given the reactants I[C:2]1[C:3]2[C:26]3=[CH:27][C:6]([CH2:7][CH2:8][CH2:9][CH2:10][C:11]4[O:37][C:14]([NH:15][C@@H:16]([CH:34]([CH3:36])[CH3:35])[C:17](=[O:33])[N:18]5[CH2:28][C@H:21]([O:22][C:23]3=[N:24][CH:25]=1)[CH2:20][C@H:19]5[C:29]([O:31][CH3:32])=[O:30])=[N:13][N:12]=4)=[CH:5][CH:4]=2.[CH2:38]([Sn](CCCC)(CCCC)C=C)[CH2:39]CC, predict the reaction product. The product is: [CH:34]([C@@H:16]1[NH:15][C:14]2[O:37][C:11](=[N:12][N:13]=2)[CH2:10][CH2:9][CH2:8][CH2:7][C:6]2[CH:27]=[C:26]3[C:3](=[CH:4][CH:5]=2)[C:2]([CH:38]=[CH2:39])=[CH:25][N:24]=[C:23]3[O:22][C@H:21]2[CH2:28][N:18]([C@H:19]([C:29]([O:31][CH3:32])=[O:30])[CH2:20]2)[C:17]1=[O:33])([CH3:36])[CH3:35]. (3) Given the reactants [C:1]([C:4]1[C:12]2[C:7](=[CH:8][CH:9]=[CH:10][CH:11]=2)[N:6]([C:13]2[CH:20]=[CH:19][C:16]([C:17]#[N:18])=[C:15]([Br:21])[CH:14]=2)[CH:5]=1)(=[O:3])[CH3:2].[OH-:22].[K+].OO, predict the reaction product. The product is: [C:1]([C:4]1[C:12]2[C:7](=[CH:8][CH:9]=[CH:10][CH:11]=2)[N:6]([C:13]2[CH:20]=[CH:19][C:16]([C:17]([NH2:18])=[O:22])=[C:15]([Br:21])[CH:14]=2)[CH:5]=1)(=[O:3])[CH3:2]. (4) Given the reactants ClC1C(C(=O)N(CCCC)CCCC)=NN(C2C=CC(C(OCC)=O)=CC=2C(N2CCC3C(=CC=CC=3)C2)=O)C=1C.[Cl:42][C:43]1[C:44]([N:49]([CH2:53][CH2:54][CH3:55])[CH2:50][CH2:51][CH3:52])=[N:45][NH:46][C:47]=1[CH3:48].F[C:57]1[CH:72]=[CH:71][C:60]([C:61]([O:63][CH2:64][C:65]2[CH:70]=[CH:69][CH:68]=[CH:67][CH:66]=2)=[O:62])=[CH:59][C:58]=1[C:73]([O:75][CH2:76][CH3:77])=[O:74], predict the reaction product. The product is: [Cl:42][C:43]1[C:44]([N:49]([CH2:50][CH2:51][CH3:52])[CH2:53][CH2:54][CH3:55])=[N:45][N:46]([C:57]2[CH:72]=[CH:71][C:60]([C:61]([O:63][CH2:64][C:65]3[CH:70]=[CH:69][CH:68]=[CH:67][CH:66]=3)=[O:62])=[CH:59][C:58]=2[C:73]([O:75][CH2:76][CH3:77])=[O:74])[C:47]=1[CH3:48]. (5) Given the reactants [F:1][C:2]1[CH:9]=[CH:8][CH:7]=[CH:6][C:3]=1[CH:4]=O.[NH2:10][C:11]1[CH:15]=[CH:14][NH:13][N:12]=1.O=[C:17]([CH2:24][CH2:25][CH3:26])[CH2:18][C:19]([O:21][CH2:22][CH3:23])=[O:20], predict the reaction product. The product is: [F:1][C:2]1[CH:9]=[CH:8][CH:7]=[CH:6][C:3]=1[CH:4]1[C:18]([C:19]([O:21][CH2:22][CH3:23])=[O:20])=[C:17]([CH2:24][CH2:25][CH3:26])[NH:10][C:11]2=[N:12][NH:13][CH:14]=[C:15]12. (6) Given the reactants [Cl:1][C:2]1[CH:3]=[C:4]([CH:10]=[CH:11][CH:12]=1)[CH2:5][S:6](Cl)(=[O:8])=[O:7].[NH2:13][C:14]1[C:15](=[O:29])[N:16]([CH2:21][C:22]([O:24][C:25]([CH3:28])([CH3:27])[CH3:26])=[O:23])[C:17]([CH3:20])=[CH:18][CH:19]=1, predict the reaction product. The product is: [Cl:1][C:2]1[CH:3]=[C:4]([CH:10]=[CH:11][CH:12]=1)[CH2:5][S:6]([NH:13][C:14]1[C:15](=[O:29])[N:16]([CH2:21][C:22]([O:24][C:25]([CH3:28])([CH3:27])[CH3:26])=[O:23])[C:17]([CH3:20])=[CH:18][CH:19]=1)(=[O:8])=[O:7]. (7) Given the reactants [CH3:1][C:2]1[CH:7]=[CH:6][C:5]([S:8]([O:11][CH2:12][CH:13]2[CH2:17][C:16]3[CH:18]=[CH:19][CH:20]=[C:21](Br)[C:15]=3[O:14]2)(=[O:10])=[O:9])=[CH:4][CH:3]=1.[C:23]1(/[CH:29]=[CH:30]/B(O)O)[CH:28]=[CH:27][CH:26]=[CH:25][CH:24]=1.C(=O)([O-])[O-].[K+].[K+].CC1C=CC(S(OCC2CC3C(C4C=CC=CC=4)=CC=CC=3O2)(=O)=O)=CC=1, predict the reaction product. The product is: [CH3:1][C:2]1[CH:7]=[CH:6][C:5]([S:8]([O:11][CH2:12][CH:13]2[CH2:17][C:16]3[CH:18]=[CH:19][CH:20]=[C:21](/[CH:30]=[CH:29]/[C:23]4[CH:28]=[CH:27][CH:26]=[CH:25][CH:24]=4)[C:15]=3[O:14]2)(=[O:10])=[O:9])=[CH:4][CH:3]=1.